Dataset: Full USPTO retrosynthesis dataset with 1.9M reactions from patents (1976-2016). Task: Predict the reactants needed to synthesize the given product. (1) Given the product [C:1]([O:5][C:6](=[O:14])[NH:7][CH:8]1[CH2:13][CH2:12][N:11]([CH2:23][CH2:24][S:25][CH3:26])[CH2:10][CH2:9]1)([CH3:4])([CH3:2])[CH3:3], predict the reactants needed to synthesize it. The reactants are: [C:1]([O:5][C:6](=[O:14])[NH:7][CH:8]1[CH2:13][CH2:12][NH:11][CH2:10][CH2:9]1)([CH3:4])([CH3:3])[CH3:2].C(N(CC)CC)C.Cl[CH2:23][CH2:24][S:25][CH3:26]. (2) The reactants are: [Cl:1][C:2]1[CH:7]=[CH:6][N:5]=[C:4]2[NH:8][CH:9]=[C:10]([C:11]#[N:12])[C:3]=12.[H-].[Na+].Cl[CH2:16][O:17][CH2:18][CH2:19][Si:20]([CH3:23])([CH3:22])[CH3:21]. Given the product [Cl:1][C:2]1[CH:7]=[CH:6][N:5]=[C:4]2[N:8]([CH2:16][O:17][CH2:18][CH2:19][Si:20]([CH3:23])([CH3:22])[CH3:21])[CH:9]=[C:10]([C:11]#[N:12])[C:3]=12, predict the reactants needed to synthesize it. (3) Given the product [N+:19]([C:22]1[CH:23]=[C:24]([C@H:28]([NH:30][C:1](=[O:18])[O:2][CH2:3][C:4]2[CH:5]=[CH:6][CH:7]=[CH:8][CH:9]=2)[CH3:29])[CH:25]=[CH:26][CH:27]=1)([O-:21])=[O:20], predict the reactants needed to synthesize it. The reactants are: [C:1](=[O:18])(ON1C(=O)CCC1=O)[O:2][CH2:3][C:4]1[CH:9]=[CH:8][CH:7]=[CH:6][CH:5]=1.[N+:19]([C:22]1[CH:23]=[C:24]([C@H:28]([NH2:30])[CH3:29])[CH:25]=[CH:26][CH:27]=1)([O-:21])=[O:20]. (4) Given the product [C:20]([O:19][C:15]([NH:16]/[N:17]=[C:5](\[C:4]#[C:3][Si:2]([CH3:14])([CH3:13])[CH3:1])/[CH2:6][CH2:7][CH2:8][C:9]([OH:11])=[O:10])=[O:18])([CH3:23])([CH3:22])[CH3:21], predict the reactants needed to synthesize it. The reactants are: [CH3:1][Si:2]([CH3:14])([CH3:13])[C:3]#[C:4][C:5](=O)[CH2:6][CH2:7][CH2:8][C:9]([OH:11])=[O:10].[C:15]([O:19][C:20]([CH3:23])([CH3:22])[CH3:21])(=[O:18])[NH:16][NH2:17]. (5) Given the product [C:15]1([CH3:23])[CH:20]=[CH:19][CH:18]=[C:17]([C:6]2[C:7]3[S:8][CH:9]=[CH:10][C:11]=3[C:12]([C:12]3[CH:2]=[C:3]([CH3:4])[CH:6]=[CH:7][CH:11]=3)=[C:2]3[S:1][CH:5]=[CH:4][C:3]=23)[CH:16]=1, predict the reactants needed to synthesize it. The reactants are: [S:1]1[CH:5]=[CH:4][C:3]2[C:6](=O)[C:7]3[S:8][CH:9]=[CH:10][C:11]=3[C:12](=O)[C:2]1=2.[C:15]1([CH3:23])[CH:20]=[CH:19][CH:18]=[C:17]([Mg]Br)[CH:16]=1.Cl.[Sn](Cl)Cl. (6) Given the product [Br:22][C:23]1[CH:28]=[C:27]([C:10]2[C:4]3[C:5](=[N:6][CH:7]=[C:2]([Cl:1])[N:3]=3)[NH:8][CH:9]=2)[CH:26]=[CH:25][CH:24]=1, predict the reactants needed to synthesize it. The reactants are: [Cl:1][C:2]1[N:3]=[C:4]2[C:10](I)=[CH:9][N:8](S(C3C=CC(C)=CC=3)(=O)=O)[C:5]2=[N:6][CH:7]=1.[Br:22][C:23]1[CH:24]=[C:25](B(O)O)[CH:26]=[CH:27][CH:28]=1.C(=O)([O-])[O-].[K+].[K+].C1(C)C=CC=CC=1.C(O)C. (7) Given the product [C:56]([O:60][C:61]([N:63]1[CH2:67][CH2:66][CH2:65][CH:64]1[C:68]1[NH:69][C:70]([C:73]2[CH:82]=[CH:81][C:80]3[C:75](=[CH:76][CH:77]=[C:78]([C:108]4[CH:107]=[CH:106][C:105]([C:102]5[NH:101][C:100]([CH:99]6[CH:98]7[CH2:120][CH:95]([CH2:96][CH2:97]7)[N:94]6[C:92](=[O:93])[CH:88]([NH:87][C:86]([O:85][CH3:84])=[O:121])[CH:89]([CH3:91])[CH3:90])=[N:104][CH:103]=5)=[CH:110][CH:109]=4)[CH:79]=3)[CH:74]=2)=[CH:71][N:72]=1)=[O:62])([CH3:59])([CH3:58])[CH3:57], predict the reactants needed to synthesize it. The reactants are: C(OC(N1CC(=C)CC1C1NC(C2C=CC(C3C=CC4C(=CC=C(C5NC(C6CCCN6C(=O)C(NC(OC)=O)C(C)C)=NC=5)C=4)C=3)=CC=2)=CN=1)=O)(C)(C)C.[C:56]([O:60][C:61]([N:63]1[CH2:67][CH2:66][CH2:65][CH:64]1[C:68]1[NH:69][C:70]([C:73]2[CH:82]=[CH:81][C:80]3[C:75](=[CH:76][CH:77]=[C:78](Br)[CH:79]=3)[CH:74]=2)=[CH:71][N:72]=1)=[O:62])([CH3:59])([CH3:58])[CH3:57].[CH3:84][O:85][C:86](=[O:121])[NH:87][CH:88]([C:92]([N:94]1[CH:99]([C:100]2[NH:101][C:102]([C:105]3[CH:110]=[CH:109][C:108](B4OC(C)(C)C(C)(C)O4)=[CH:107][CH:106]=3)=[CH:103][N:104]=2)[CH:98]2[CH2:120][CH:95]1[CH2:96][CH2:97]2)=[O:93])[CH:89]([CH3:91])[CH3:90].